This data is from Forward reaction prediction with 1.9M reactions from USPTO patents (1976-2016). The task is: Predict the product of the given reaction. (1) Given the reactants C([N:8]1[CH2:13][CH2:12][CH:11]([N:14]2[C:22]3[C:17](=[CH:18][CH:19]=[C:20]([NH:23][C:24](=[O:40])[C:25]4[CH:30]=[CH:29][CH:28]=[N:27][C:26]=4[NH:31][CH2:32][C:33]4[CH:38]=[CH:37][C:36]([F:39])=[CH:35][CH:34]=4)[CH:21]=3)[C:16]([CH3:42])([CH3:41])[CH2:15]2)[CH2:10][CH2:9]1)(OC(C)(C)C)=O, predict the reaction product. The product is: [CH3:41][C:16]1([CH3:42])[C:17]2[C:22](=[CH:21][C:20]([NH:23][C:24](=[O:40])[C:25]3[CH:30]=[CH:29][CH:28]=[N:27][C:26]=3[NH:31][CH2:32][C:33]3[CH:38]=[CH:37][C:36]([F:39])=[CH:35][CH:34]=3)=[CH:19][CH:18]=2)[N:14]([CH:11]2[CH2:12][CH2:13][NH:8][CH2:9][CH2:10]2)[CH2:15]1. (2) Given the reactants Cl.Cl.C[O:4][C:5](=[O:23])[C:6]1[C:11]([C:12]([F:15])([F:14])[F:13])=[CH:10][C:9]([NH:16][CH:17]2[CH2:22][CH2:21][NH:20][CH2:19][CH2:18]2)=[N:8][CH:7]=1.C(O)(=O)C.C(N(C(C)C)C(C)C)C.[CH2:37]([O:39][C:40]1[CH:41]=[C:42]([CH:45]=[CH:46][C:47]=1[OH:48])[CH:43]=O)[CH3:38].C([BH3-])#N.[Na+].[OH-].[Na+], predict the reaction product. The product is: [CH2:37]([O:39][C:40]1[CH:41]=[C:42]([CH:45]=[CH:46][C:47]=1[OH:48])[CH2:43][N:20]1[CH2:19][CH2:18][CH:17]([NH:16][C:9]2[CH:10]=[C:11]([C:12]([F:15])([F:14])[F:13])[C:6]([C:5]([OH:4])=[O:23])=[CH:7][N:8]=2)[CH2:22][CH2:21]1)[CH3:38]. (3) Given the reactants [ClH:1].[Cl:2][C:3]1[N:4]=[N:5][C:6]([CH:9]2[CH2:14][CH2:13][N:12]([CH:15]([CH3:17])[CH3:16])[CH2:11][CH2:10]2)=[CH:7][CH:8]=1.[CH3:18][C:19]1(B(O)O)[CH:24]=[CH:23][CH:22]=[CH:21][NH:20]1, predict the reaction product. The product is: [ClH:2].[ClH:1].[ClH:2].[CH:15]([N:12]1[CH2:13][CH2:14][CH:9]([C:6]2[N:5]=[N:4][C:3]([C:23]3[CH:22]=[CH:21][N:20]=[C:19]([CH3:18])[CH:24]=3)=[CH:8][CH:7]=2)[CH2:10][CH2:11]1)([CH3:17])[CH3:16]. (4) Given the reactants [C:1]([NH:8][C@@H:9]([C:17]([OH:19])=O)[CH2:10][C:11]1[CH:16]=[CH:15][CH:14]=[CH:13][CH:12]=1)([O:3][C:4]([CH3:7])([CH3:6])[CH3:5])=[O:2].O.ON1C2C=CC=CC=2N=N1.Cl.CN(C)CCCN=C=NCC.[NH2:43][C:44]1[CH:45]=[C:46]([CH:51]=[C:52]([NH:54][C:55]2[N:60]=[C:59]([O:61][CH2:62][C:63]#[CH:64])[C:58]([Br:65])=[CH:57][N:56]=2)[CH:53]=1)[C:47]([O:49][CH3:50])=[O:48], predict the reaction product. The product is: [Br:65][C:58]1[C:59]([O:61][CH2:62][C:63]#[CH:64])=[N:60][C:55]([NH:54][C:52]2[CH:53]=[C:44]([NH:43][C:17](=[O:19])[C@H:9]([NH:8][C:1]([O:3][C:4]([CH3:5])([CH3:6])[CH3:7])=[O:2])[CH2:10][C:11]3[CH:12]=[CH:13][CH:14]=[CH:15][CH:16]=3)[CH:45]=[C:46]([CH:51]=2)[C:47]([O:49][CH3:50])=[O:48])=[N:56][CH:57]=1. (5) Given the reactants Br[C:2]1[CH:7]=[CH:6][C:5]([C@:8]2([OH:25])[C:15]3[N:11]([CH:12]=[N:13][CH:14]=3)[C@@H:10]([C:16]3[CH:23]=[CH:22][C:19]([C:20]#[N:21])=[CH:18][C:17]=3[F:24])[CH2:9]2)=[CH:4][CH:3]=1.C([O-])([O-])=O.[Na+].[Na+].[CH3:32][O:33][C:34]1[CH:39]=[CH:38][C:37](B(O)O)=[CH:36][CH:35]=1, predict the reaction product. The product is: [F:24][C:17]1[CH:18]=[C:19]([CH:22]=[CH:23][C:16]=1[C@@H:10]1[N:11]2[CH:12]=[N:13][CH:14]=[C:15]2[C@@:8]([OH:25])([C:5]2[CH:6]=[CH:7][C:2]([C:37]3[CH:38]=[CH:39][C:34]([O:33][CH3:32])=[CH:35][CH:36]=3)=[CH:3][CH:4]=2)[CH2:9]1)[C:20]#[N:21].